Dataset: Forward reaction prediction with 1.9M reactions from USPTO patents (1976-2016). Task: Predict the product of the given reaction. Given the reactants [N+:1]([C:4]1[CH:5]=[C:6]2[C:10](=[CH:11][CH:12]=1)[N:9]=[C:8]([CH3:13])[C:7]2([CH3:15])[CH3:14])([O-])=O.Cl, predict the reaction product. The product is: [NH2:1][C:4]1[CH:5]=[C:6]2[C:10](=[CH:11][CH:12]=1)[N:9]=[C:8]([CH3:13])[C:7]2([CH3:15])[CH3:14].